This data is from Reaction yield outcomes from USPTO patents with 853,638 reactions. The task is: Predict the reaction yield, written as a fraction of the theoretical maximum amount of product (1.0 means a 100% yield; for example, 0.34 means a 34% yield). (1) The reactants are [I:1][C:2]1[C:10]2[C:5](=[CH:6][CH:7]=[C:8]([C:11]([OH:13])=[O:12])[CH:9]=2)[NH:4][CH:3]=1.[C:14](=O)([O-])[O-].[K+].[K+].COS(OC)=O. The catalyst is CN(C=O)C. The product is [I:1][C:2]1[C:10]2[C:5](=[CH:6][CH:7]=[C:8]([C:11]([O:13][CH3:14])=[O:12])[CH:9]=2)[NH:4][CH:3]=1. The yield is 0.950. (2) The reactants are [OH:1][CH2:2][C@H:3]1[CH2:14][CH2:13][C:12]2[S:11][C:10]3[N:9]=[CH:8][N:7]=[C:6]([O:15][CH:16]4[CH2:21][CH2:20][C:19]([NH:23][C:24](=[O:30])[O:25][C:26]([CH3:29])([CH3:28])[CH3:27])([CH3:22])[CH2:18][CH2:17]4)[C:5]=3[C:4]1=2.[CH3:31][S:32](Cl)(=[O:34])=[O:33].C(N(CC)CC)C. The catalyst is ClCCl. The product is [CH3:31][S:32]([O:1][CH2:2][C@H:3]1[CH2:14][CH2:13][C:12]2[S:11][C:10]3[N:9]=[CH:8][N:7]=[C:6]([O:15][CH:16]4[CH2:17][CH2:18][C:19]([NH:23][C:24](=[O:30])[O:25][C:26]([CH3:29])([CH3:28])[CH3:27])([CH3:22])[CH2:20][CH2:21]4)[C:5]=3[C:4]1=2)(=[O:34])=[O:33]. The yield is 0.910. (3) The reactants are [CH3:1][C:2]1[C:6]([CH2:7][N:8]2[CH:12]=[C:11]([N:13]3[C:17](=[O:18])[CH2:16][NH:15][C:14]3=[O:19])[CH:10]=[N:9]2)=[C:5]([CH3:20])[O:4][N:3]=1.[O:21]1[C:25]2[CH:26]=[CH:27][C:28]([CH2:30]O)=[CH:29][C:24]=2[O:23][CH2:22]1. No catalyst specified. The product is [O:21]1[C:25]2[CH:26]=[CH:27][C:28]([CH2:30][N:15]3[CH2:16][C:17](=[O:18])[N:13]([C:11]4[CH:10]=[N:9][N:8]([CH2:7][C:6]5[C:2]([CH3:1])=[N:3][O:4][C:5]=5[CH3:20])[CH:12]=4)[C:14]3=[O:19])=[CH:29][C:24]=2[O:23][CH2:22]1. The yield is 0.190. (4) The reactants are C1(C2CCN(CC[CH2:15][CH2:16][CH2:17][CH2:18][N:19]3[C:27](=[O:28])[C:26]4[C:21](=[CH:22][CH:23]=[CH:24][CH:25]=4)[C:20]3=[O:29])CC2)C=CC=CC=1.O=C1C2C(=CC=CC=2)C(=O)N1CCCCC[N:46]1[CH2:51][CH2:50][CH:49]([C:52]2[CH:53]=[C:54]([NH:58][C:59](=[O:63])[CH:60]([CH3:62])[CH3:61])[CH:55]=[CH:56][CH:57]=2)[CH2:48][CH2:47]1. No catalyst specified. The product is [O:29]=[C:20]1[C:21]2[C:26](=[CH:25][CH:24]=[CH:23][CH:22]=2)[C:27](=[O:28])[N:19]1[CH2:18][CH2:17][CH2:16][CH2:15][N:46]1[CH2:51][CH2:50][CH:49]([C:52]2[CH:53]=[C:54]([NH:58][C:59](=[O:63])[CH:60]([CH3:62])[CH3:61])[CH:55]=[CH:56][CH:57]=2)[CH2:48][CH2:47]1. The yield is 0.640.